This data is from Full USPTO retrosynthesis dataset with 1.9M reactions from patents (1976-2016). The task is: Predict the reactants needed to synthesize the given product. (1) Given the product [CH3:20][S:21]([O:4][C:5]1[CH:6]=[CH:7][C:8]([C:11]2[O:19][CH:14]=[CH:13][N:12]=2)=[CH:9][CH:10]=1)(=[O:23])=[O:22], predict the reactants needed to synthesize it. The reactants are: C([O:4][C:5]1[CH:10]=[CH:9][C:8]([C:11](=[O:19])[NH:12][CH2:13][CH:14](OC)OC)=[CH:7][CH:6]=1)(=O)C.[CH3:20][S:21](O)(=[O:23])=[O:22].O=P12OP3(OP(OP(O3)(O1)=O)(=O)O2)=O. (2) Given the product [Cl:1][C:2]1[CH:3]=[C:4]([N:8]2[C:13](=[O:14])[C:12]([O:20][CH2:19][CH:18]([CH3:21])[CH3:17])=[C:11]([Br:16])[CH:10]=[N:9]2)[CH:5]=[CH:6][CH:7]=1, predict the reactants needed to synthesize it. The reactants are: [Cl:1][C:2]1[CH:3]=[C:4]([N:8]2[C:13](=[O:14])[C:12](Br)=[C:11]([Br:16])[CH:10]=[N:9]2)[CH:5]=[CH:6][CH:7]=1.[CH3:17][CH:18]([CH3:21])[CH2:19][OH:20]. (3) Given the product [CH3:1][O:2][P:3]([CH2:7][C:8](=[O:28])[CH2:9][CH2:10][C:11]1[CH:17]=[CH:16][CH:15]=[CH:13][CH:12]=1)(=[O:6])[O:4][CH3:5], predict the reactants needed to synthesize it. The reactants are: [CH3:1][O:2][P:3]([CH3:7])(=[O:6])[O:4][CH3:5].[CH2:8]([Li])[CH2:9][CH2:10][CH2:11][CH2:12][CH3:13].[CH3:15][CH2:16][C:17]1C=CC=C(OC(CC)=O)C=1.[OH2:28]. (4) Given the product [CH3:22][C:23]1[S:24][C:25]([C:31]2[CH:32]=[C:33]([CH3:37])[CH:34]=[CH:35][CH:36]=2)=[C:26]([C:28]([N:3]2[CH2:4][C@H:5]3[C@H:1]([CH2:8][CH2:7][CH2:6]3)[C@H:2]2[CH2:9][NH:10][C:11]([C:13]2[N:20]3[C:16]([S:17][CH:18]=[CH:19]3)=[N:15][C:14]=2[CH3:21])=[O:12])=[O:29])[N:27]=1, predict the reactants needed to synthesize it. The reactants are: [C@H:1]12[CH2:8][CH2:7][CH2:6][C@H:5]1[CH2:4][NH:3][C@@H:2]2[CH2:9][NH:10][C:11]([C:13]1[N:20]2[C:16]([S:17][CH:18]=[CH:19]2)=[N:15][C:14]=1[CH3:21])=[O:12].[CH3:22][C:23]1[S:24][C:25]([C:31]2[CH:32]=[C:33]([CH3:37])[CH:34]=[CH:35][CH:36]=2)=[C:26]([C:28](O)=[O:29])[N:27]=1. (5) Given the product [Cl:47][C:48]1[CH:49]=[CH:50][C:51]([C:54]2[N:59]=[C:58]([NH:60][CH2:61][CH2:62][NH:63][C:64](=[O:66])[CH3:65])[CH:57]=[C:56]([N:67]3[CH2:72][CH2:71][N:70]([C:1]([C:2]4[CH:11]=[CH:10][C:9]5[C:4](=[CH:5][CH:6]=[CH:7][CH:8]=5)[N:3]=4)=[O:13])[CH2:69][CH2:68]3)[N:55]=2)=[CH:52][CH:53]=1, predict the reactants needed to synthesize it. The reactants are: [C:1]([OH:13])(=O)[C:2]1[CH:11]=[CH:10][C:9]2[C:4](=[CH:5][CH:6]=[CH:7][CH:8]=2)[N:3]=1.CN(C(ON1N=NC2C=CC=NC1=2)=[N+](C)C)C.F[P-](F)(F)(F)(F)F.C(N(C(C)C)CC)(C)C.[Cl:47][C:48]1[CH:53]=[CH:52][C:51]([C:54]2[N:59]=[C:58]([NH:60][CH2:61][CH2:62][NH:63][C:64](=[O:66])[CH3:65])[CH:57]=[C:56]([N:67]3[CH2:72][CH2:71][NH:70][CH2:69][CH2:68]3)[N:55]=2)=[CH:50][CH:49]=1. (6) Given the product [CH3:21][Si:22]([C:25]#[C:26][C:2]1[CH:7]=[CH:6][C:5]([C:8]2[CH:13]=[CH:12][C:11]([C:40]#[C:45][Si:22]([CH3:24])([CH3:23])[CH3:21])=[CH:10][C:9]=2[N+:15]([O-:17])=[O:16])=[C:4]([N+:18]([O-:20])=[O:19])[CH:3]=1)([CH3:24])[CH3:23], predict the reactants needed to synthesize it. The reactants are: Br[C:2]1[CH:7]=[CH:6][C:5]([C:8]2[CH:13]=[CH:12][C:11](Br)=[CH:10][C:9]=2[N+:15]([O-:17])=[O:16])=[C:4]([N+:18]([O-:20])=[O:19])[CH:3]=1.[CH3:21][Si:22]([C:25]#[CH:26])([CH3:24])[CH3:23].C1(P([C:40]2[CH:45]=CC=CC=2)C2C=CC=CC=2)C=CC=CC=1.C(N(CC)CC)C. (7) Given the product [CH2:10]([O:12][C:13](=[O:34])[C:14]1[CH:19]=[C:18]([N:20]2[C:24]([CH3:25])=[CH:23][CH:22]=[C:21]2[C:26]2[CH:31]=[C:30]([Cl:32])[CH:29]=[CH:28][C:27]=2[O:33][CH2:6][C:5]2[CH:8]=[CH:9][C:2]([Cl:1])=[CH:3][CH:4]=2)[CH:17]=[N:16][CH:15]=1)[CH3:11], predict the reactants needed to synthesize it. The reactants are: [Cl:1][C:2]1[CH:9]=[CH:8][C:5]([CH2:6]Br)=[CH:4][CH:3]=1.[CH2:10]([O:12][C:13](=[O:34])[C:14]1[CH:19]=[C:18]([N:20]2[C:24]([CH3:25])=[CH:23][CH:22]=[C:21]2[C:26]2[CH:31]=[C:30]([Cl:32])[CH:29]=[CH:28][C:27]=2[OH:33])[CH:17]=[N:16][CH:15]=1)[CH3:11].C([O-])([O-])=O.[K+].[K+].